The task is: Predict the reaction yield, written as a fraction of the theoretical maximum amount of product (1.0 means a 100% yield; for example, 0.34 means a 34% yield).. This data is from Reaction yield outcomes from USPTO patents with 853,638 reactions. (1) The reactants are Cl.[OH:2][C@H:3]1[C@@H:8](N2CCOC2=O)[CH2:7][CH2:6][NH:5][CH2:4]1.Br[C:16]1[CH:17]=[C:18]([C:29]([F:32])([F:31])[F:30])[C:19]2[N:20]([C:22]([Cl:28])=[C:23]([C:25]([OH:27])=O)[N:24]=2)[CH:21]=1.CN(C([O:40]N1N=NC2C=CC=NC1=2)=[N+](C)C)C.F[P-](F)(F)(F)(F)F.CC[N:59]([CH:63]([CH3:65])C)[CH:60](C)C.[CH3:66][CH2:67][O:68][C:69]([CH3:71])=O. The catalyst is CN(C=O)C. The product is [Cl:28][C:22]1[N:20]2[CH:21]=[C:16]([C:66]3[CH:71]=[CH:69][O:68][CH:67]=3)[CH:17]=[C:18]([C:29]([F:32])([F:31])[F:30])[C:19]2=[N:24][C:23]=1[C:25]([N:5]1[CH2:6][CH2:7][CH:8]([CH:60]2[NH:59][CH2:63][CH2:65][O:40]2)[CH:3]([OH:2])[CH2:4]1)=[O:27]. The yield is 0.390. (2) The reactants are [CH2:1]([O:3][C:4]1[CH:5]=[C:6]([CH:12]([NH2:18])[CH2:13][S:14]([CH3:17])(=[O:16])=[O:15])[CH:7]=[CH:8][C:9]=1[O:10][CH3:11])[CH3:2].[C:19]([NH:22][C:23]1[CH:33]=[CH:32][CH:31]=[C:25]2[C:26]([O:28][C:29](=O)[C:24]=12)=[O:27])(=[O:21])[CH3:20]. The catalyst is C(O)(=O)C. The product is [CH2:1]([O:3][C:4]1[CH:5]=[C:6]([CH:12]([N:18]2[C:29](=[O:28])[C:24]3[C:25](=[CH:31][CH:32]=[CH:33][C:23]=3[NH:22][C:19](=[O:21])[CH3:20])[C:26]2=[O:27])[CH2:13][S:14]([CH3:17])(=[O:16])=[O:15])[CH:7]=[CH:8][C:9]=1[O:10][CH3:11])[CH3:2]. The yield is 0.590. (3) The reactants are [NH2:1][C:2]1[CH:3]=[C:4]([N:8]2[C:12]3=[N:13][CH:14]=[N:15][C:16]([NH2:17])=[C:11]3[CH:10]=[N:9]2)[CH:5]=[CH:6][CH:7]=1.[S:18]1[CH:22]=[CH:21][CH:20]=[C:19]1[S:23](Cl)(=[O:25])=[O:24].C(N(C(C)C)CC)(C)C.CN(C=O)C. The catalyst is CO. The product is [NH2:17][C:16]1[N:15]=[CH:14][N:13]=[C:12]2[N:8]([C:4]3[CH:3]=[C:2]([NH:1][S:23]([C:19]4[S:18][CH:22]=[CH:21][CH:20]=4)(=[O:25])=[O:24])[CH:7]=[CH:6][CH:5]=3)[N:9]=[CH:10][C:11]=12. The yield is 0.160. (4) The reactants are [Br:1][C:2]1[CH:10]=[C:6]([C:7]([OH:9])=O)[C:5]([OH:11])=[CH:4][CH:3]=1.[Cl:12][C:13]1[CH:19]=[C:18]([C:20]([F:23])([F:22])[F:21])[CH:17]=[CH:16][C:14]=1[NH2:15]. No catalyst specified. The product is [Br:1][C:2]1[CH:3]=[CH:4][C:5]([OH:11])=[C:6]([CH:10]=1)[C:7]([NH:15][C:14]1[CH:16]=[CH:17][C:18]([C:20]([F:21])([F:22])[F:23])=[CH:19][C:13]=1[Cl:12])=[O:9]. The yield is 0.349. (5) The reactants are Cl.[CH3:2][NH:3][CH2:4][CH2:5][C:6]([C:8]1[S:9][CH:10]=[CH:11][CH:12]=1)=[O:7].C(O)C.[OH-].[Na+].[Na]. The catalyst is O.CC(C)=O. The product is [CH3:2][NH:3][CH2:4][CH2:5][CH:6]([C:8]1[S:9][CH:10]=[CH:11][CH:12]=1)[OH:7]. The yield is 0.840.